Dataset: CYP2C9 inhibition data for predicting drug metabolism from PubChem BioAssay. Task: Regression/Classification. Given a drug SMILES string, predict its absorption, distribution, metabolism, or excretion properties. Task type varies by dataset: regression for continuous measurements (e.g., permeability, clearance, half-life) or binary classification for categorical outcomes (e.g., BBB penetration, CYP inhibition). Dataset: cyp2c9_veith. (1) The molecule is CCCS(=O)(=O)N1CCCC(C(=O)NCCCN2CCN(c3ccc(F)cc3)CC2)C1. The result is 0 (non-inhibitor). (2) The compound is C=CCC(C(=O)OC)(C(=O)OC)c1ccc([N+](=O)[O-])cn1. The result is 0 (non-inhibitor). (3) The drug is Cn1c(=O)cc(SCC(=O)NCCCN2CCOCC2)c2ccc(Cl)cc21. The result is 0 (non-inhibitor).